From a dataset of Reaction yield outcomes from USPTO patents with 853,638 reactions. Predict the reaction yield, written as a fraction of the theoretical maximum amount of product (1.0 means a 100% yield; for example, 0.34 means a 34% yield). The reactants are C[O:2][C:3]([C:5]1[S:6][C:7]([CH:28]2[CH2:33][CH2:32][C:31]([CH3:35])([CH3:34])[CH2:30][CH2:29]2)=[CH:8][C:9]=1[N:10]([C@H:20]1[CH2:25][CH2:24][C@H:23]([O:26][CH3:27])[CH2:22][CH2:21]1)[C:11]([C@H:13]1[CH2:18][CH2:17][C@H:16]([CH3:19])[CH2:15][CH2:14]1)=[O:12])=[O:4].CO.O.O[Li].O. The catalyst is C1COCC1. The product is [CH3:35][C:31]1([CH3:34])[CH2:30][CH2:29][CH:28]([C:7]2[S:6][C:5]([C:3]([OH:4])=[O:2])=[C:9]([N:10]([C@H:20]3[CH2:21][CH2:22][C@H:23]([O:26][CH3:27])[CH2:24][CH2:25]3)[C:11]([C@H:13]3[CH2:18][CH2:17][C@H:16]([CH3:19])[CH2:15][CH2:14]3)=[O:12])[CH:8]=2)[CH2:33][CH2:32]1. The yield is 0.580.